Dataset: Full USPTO retrosynthesis dataset with 1.9M reactions from patents (1976-2016). Task: Predict the reactants needed to synthesize the given product. (1) Given the product [CH2:1]([O:8][CH2:9][CH:10]1[CH2:15][CH2:14][CH:13]([NH:27][C:37](=[O:39])[O:36][C:33]([CH3:35])([CH3:34])[CH3:32])[CH:12]=[C:11]1[N:17]1[CH:21]=[CH:20][N:19]=[CH:18]1)[C:2]1[CH:7]=[CH:6][CH:5]=[CH:4][CH:3]=1, predict the reactants needed to synthesize it. The reactants are: [CH2:1]([O:8][CH2:9][CH:10]1[CH2:15][CH2:14][C:13](=O)[CH:12]=[C:11]1[N:17]1[CH:21]=[CH:20][N:19]=[CH:18]1)[C:2]1[CH:7]=[CH:6][CH:5]=[CH:4][CH:3]=1.N.[BH4-].[Na+].CC[N:27](CC)CC.[CH3:32][C:33]([O:36][C:37]([O:39]C(OC(C)(C)C)=O)=O)([CH3:35])[CH3:34]. (2) Given the product [OH:28][C:22]([C:24]([F:27])([F:26])[F:25])=[O:23].[CH3:1][N:2]1[CH:6]([C:7]([OH:9])=[O:8])[CH2:5][N:4]([C:14]2[C:15]([CH3:20])=[N:16][CH:17]=[CH:18][CH:19]=2)[C:3]1=[O:21], predict the reactants needed to synthesize it. The reactants are: [CH3:1][N:2]1[CH:6]([C:7]([O:9]C(C)(C)C)=[O:8])[CH2:5][N:4]([C:14]2[C:15]([CH3:20])=[N:16][CH:17]=[CH:18][CH:19]=2)[C:3]1=[O:21].[C:22]([OH:28])([C:24]([F:27])([F:26])[F:25])=[O:23].C(Cl)Cl. (3) Given the product [C:21]([C:23]1[CH:28]=[CH:27][C:26]([CH2:29][CH2:30][C:31]([N:5]2[CH2:6][CH2:7][C:2]([CH2:8][N:9]([CH3:20])[C:10]3[CH:19]=[CH:18][C:13]([C:14]([O:16][CH3:17])=[O:15])=[CH:12][CH:11]=3)([OH:1])[CH2:3][CH2:4]2)=[O:32])=[CH:25][CH:24]=1)#[N:22], predict the reactants needed to synthesize it. The reactants are: [OH:1][C:2]1([CH2:8][N:9]([CH3:20])[C:10]2[CH:19]=[CH:18][C:13]([C:14]([O:16][CH3:17])=[O:15])=[CH:12][CH:11]=2)[CH2:7][CH2:6][NH:5][CH2:4][CH2:3]1.[C:21]([C:23]1[CH:28]=[CH:27][C:26]([CH2:29][CH2:30][C:31](O)=[O:32])=[CH:25][CH:24]=1)#[N:22].Cl.C(N=C=NCCCN(C)C)C.Cl. (4) Given the product [CH2:1]([C:3]1[C:4](=[O:16])[NH:5][C:6]([CH3:15])=[C:7]([C:9]2[N:10]([CH3:14])[N:11]=[CH:12][N:13]=2)[CH:8]=1)[CH3:2], predict the reactants needed to synthesize it. The reactants are: [CH2:1]([C:3]1[C:4]([O:16]C)=[N:5][C:6]([CH3:15])=[C:7]([C:9]2[N:10]([CH3:14])[N:11]=[CH:12][N:13]=2)[CH:8]=1)[CH3:2].[I-].[Na+].Cl[Si](C)(C)C. (5) Given the product [C:36]([N:8]1[CH2:9][CH2:10][C@H:11]([NH:12][S:13]([C:16]2[C:25]3[C:20](=[CH:21][CH:22]=[CH:23][CH:24]=3)[C:19]([NH:26][C:27](=[O:35])[C:28]3[CH:33]=[CH:32][CH:31]=[CH:30][C:29]=3[CH3:34])=[CH:18][CH:17]=2)(=[O:15])=[O:14])[C@H:6]([CH2:4][OH:3])[CH2:7]1)(=[O:40])[CH2:37][CH2:38][CH3:39], predict the reactants needed to synthesize it. The reactants are: C([O:3][C:4]([C@H:6]1[C@@H:11]([NH:12][S:13]([C:16]2[C:25]3[C:20](=[CH:21][CH:22]=[CH:23][CH:24]=3)[C:19]([NH:26][C:27](=[O:35])[C:28]3[CH:33]=[CH:32][CH:31]=[CH:30][C:29]=3[CH3:34])=[CH:18][CH:17]=2)(=[O:15])=[O:14])[CH2:10][CH2:9][N:8]([C:36](=[O:40])[CH2:37][CH2:38][CH3:39])[CH2:7]1)=O)C.C(OC(N1CCC(N)CC1)=O)(C)(C)C.N(C(C)C)=C=O.[BH4-].[Li+].